From a dataset of Reaction yield outcomes from USPTO patents with 853,638 reactions. Predict the reaction yield, written as a fraction of the theoretical maximum amount of product (1.0 means a 100% yield; for example, 0.34 means a 34% yield). (1) The reactants are C([N:3](CC)CC)C.[NH2:8][C:9]1[N:10]=[CH:11][C:12]([C:24]2[CH:32]=[CH:31][C:27]([C:28](O)=[O:29])=[CH:26][CH:25]=2)=[N:13][C:14]=1[C:15]([NH:17][C:18]1[CH:19]=[N:20][CH:21]=[CH:22][CH:23]=1)=[O:16].F[P-](F)(F)(F)(F)F.N1(OC(N(C)C)=[N+](C)C)C2C=CC=CC=2N=N1.N. The catalyst is CN(C)C=O.O1CCOCC1.CS(C)=O. The product is [NH2:8][C:9]1[C:14]([C:15]([NH:17][C:18]2[CH:19]=[N:20][CH:21]=[CH:22][CH:23]=2)=[O:16])=[N:13][C:12]([C:24]2[CH:32]=[CH:31][C:27]([C:28]([NH2:3])=[O:29])=[CH:26][CH:25]=2)=[CH:11][N:10]=1. The yield is 0.0500. (2) The reactants are S(Cl)([Cl:3])=O.O[C@@H:6]([CH2:10][C:11]1[CH:16]=[CH:15][CH:14]=[CH:13][CH:12]=1)[C:7]([OH:9])=[O:8].O. The catalyst is O1CCCC1.[Cl-].C([N+](CCCC)(CCCC)CCCC)CCC. The product is [Cl:3][C@H:6]([CH2:10][C:11]1[CH:16]=[CH:15][CH:14]=[CH:13][CH:12]=1)[C:7]([OH:9])=[O:8]. The yield is 0.900. (3) The reactants are [CH3:1][S:2]([O:5][C:6]1[CH:11]=[CH:10][C:9]([C:12]2([C:20]3[CH:25]=[CH:24][C:23]([F:26])=[C:22](Br)[CH:21]=3)[C:16](=[O:17])[N:15]([CH3:18])[C:14]([NH2:19])=[N:13]2)=[CH:8][CH:7]=1)(=[O:4])=[O:3].[Cl:28][C:29]1[CH:34]=[CH:33][N:32]=[CH:31][C:30]=1B1OC(C)(C)C(C)(C)O1.C(=O)([O-])[O-].[K+].[K+]. The catalyst is O1CCCC1. The product is [ClH:28].[CH3:1][S:2]([O:5][C:6]1[CH:11]=[CH:10][C:9]([C:12]2([C:20]3[CH:25]=[CH:24][C:23]([F:26])=[C:22]([C:30]4[CH:31]=[N:32][CH:33]=[CH:34][C:29]=4[Cl:28])[CH:21]=3)[C:16](=[O:17])[N:15]([CH3:18])[C:14]([NH2:19])=[N:13]2)=[CH:8][CH:7]=1)(=[O:4])=[O:3]. The yield is 0.160. (4) The reactants are C([O:3][C:4]([C:6]1[N:10]([CH2:11][CH2:12][CH2:13][C:14]2[CH:19]=[CH:18][CH:17]=[CH:16][CH:15]=2)[C:9]2[CH:20]=[C:21]([Br:23])[S:22][C:8]=2[C:7]=1[I:24])=[O:5])C.[OH-].[Na+].Cl. The catalyst is CC#N. The product is [Br:23][C:21]1[S:22][C:8]2[C:7]([I:24])=[C:6]([C:4]([OH:5])=[O:3])[N:10]([CH2:11][CH2:12][CH2:13][C:14]3[CH:19]=[CH:18][CH:17]=[CH:16][CH:15]=3)[C:9]=2[CH:20]=1. The yield is 0.400. (5) The reactants are [Cl:1][C:2]1[N:7]=[CH:6][C:5]([OH:8])=[CH:4][N:3]=1.Cl[C:10]([F:15])([F:14])C([O-])=O.[Na+]. The catalyst is CN(C)C=O.O. The product is [Cl:1][C:2]1[N:7]=[CH:6][C:5]([O:8][CH:10]([F:15])[F:14])=[CH:4][N:3]=1. The yield is 0.397. (6) The yield is 0.580. The catalyst is O.ClCCl. The reactants are [F:1][C:2]1[C:7]([O:8]C)=[CH:6][CH:5]=[CH:4][C:3]=1[OH:10].B(Br)(Br)Br.B(F)(F)F.[CH3:19][CH2:20][O:21]CC.C(O)(=O)C. The product is [F:1][C:2]1[C:7]([OH:8])=[C:6]([C:20](=[O:21])[CH3:19])[CH:5]=[CH:4][C:3]=1[OH:10]. (7) The reactants are [F:1][C:2]1[CH:7]=[CH:6][C:5]([C:8]2[N+:12]([O-])=[CH:11][N:10]([CH3:14])[C:9]=2[C:15]2[CH:20]=[CH:19][N:18]=[CH:17][CH:16]=2)=[CH:4][CH:3]=1.CC1(C)C(=[S:26])C(C)(C)C1=O. The catalyst is C(Cl)(Cl)Cl. The product is [F:1][C:2]1[CH:7]=[CH:6][C:5]([C:8]2[NH:12][C:11](=[S:26])[N:10]([CH3:14])[C:9]=2[C:15]2[CH:20]=[CH:19][N:18]=[CH:17][CH:16]=2)=[CH:4][CH:3]=1. The yield is 0.980. (8) The reactants are [CH3:1][N:2]1[CH:6]2[CH2:7][CH2:8][CH2:9][CH:5]2[NH:4][C:3]1=[O:10].[H-].[Na+].Cl[C:14]1[N:15]=[N:16][C:17]([C:20]#[C:21][C:22]2[CH:27]=[CH:26][CH:25]=[CH:24][CH:23]=2)=[CH:18][CH:19]=1. The catalyst is CN(C=O)C. The product is [CH3:1][N:2]1[CH:6]2[CH2:7][CH2:8][CH2:9][CH:5]2[N:4]([C:14]2[N:15]=[N:16][C:17]([C:20]#[C:21][C:22]3[CH:23]=[CH:24][CH:25]=[CH:26][CH:27]=3)=[CH:18][CH:19]=2)[C:3]1=[O:10]. The yield is 0.480. (9) The reactants are CC(OC(/[N:7]=N/C(OC(C)C)=O)=O)C.[C:32]1(P([C:28]2[CH:33]=[CH:32][CH:31]=CC=2)[C:32]2[CH:31]=CC=[CH:28][CH:33]=2)[CH:31]=CC=[CH:28][CH:33]=1.[C:34]([O:43][CH3:44])(=[O:42])[C:35]1[C:36](=[CH:38][CH:39]=[CH:40][CH:41]=1)[OH:37].[CH2:45]1[CH2:49]OCC1. The product is [CH3:44][O:43][C:34](=[O:42])[C:35]1[CH:41]=[CH:40][CH:39]=[CH:38][C:36]=1[O:37][CH2:49][CH2:45][N:7]1[CH2:31][CH2:32][CH2:33][CH2:28]1. The yield is 0.210. No catalyst specified.